This data is from Peptide-MHC class I binding affinity with 185,985 pairs from IEDB/IMGT. The task is: Regression. Given a peptide amino acid sequence and an MHC pseudo amino acid sequence, predict their binding affinity value. This is MHC class I binding data. (1) The peptide sequence is KCDELAAKL. The MHC is HLA-A02:02 with pseudo-sequence HLA-A02:02. The binding affinity (normalized) is 0.276. (2) The binding affinity (normalized) is 0.533. The MHC is HLA-A02:02 with pseudo-sequence HLA-A02:02. The peptide sequence is QLVKDESIQL. (3) The peptide sequence is FLKEKGGL. The MHC is HLA-B42:01 with pseudo-sequence HLA-B42:01. The binding affinity (normalized) is 0.101.